From a dataset of Full USPTO retrosynthesis dataset with 1.9M reactions from patents (1976-2016). Predict the reactants needed to synthesize the given product. (1) Given the product [CH3:36][O:35][CH2:34][CH2:33][O:32][C:29]1[CH:30]=[C:31]2[C:26](=[CH:27][C:28]=1[O:37][CH2:38][CH2:39][O:40][CH3:41])[N:25]=[CH:24][N:23]=[C:22]2[S:20][C:16]1[CH:15]=[C:14]([NH:13][C:11]([NH:10][C:7]2[CH:6]=[C:5]([C:1]([CH3:4])([CH3:2])[CH3:3])[O:9][N:8]=2)=[O:12])[CH:19]=[CH:18][CH:17]=1, predict the reactants needed to synthesize it. The reactants are: [C:1]([C:5]1[O:9][N:8]=[C:7]([NH:10][C:11]([NH:13][C:14]2[CH:19]=[CH:18][CH:17]=[C:16]([SH:20])[CH:15]=2)=[O:12])[CH:6]=1)([CH3:4])([CH3:3])[CH3:2].Cl[C:22]1[C:31]2[C:26](=[CH:27][C:28]([O:37][CH2:38][CH2:39][O:40][CH3:41])=[C:29]([O:32][CH2:33][CH2:34][O:35][CH3:36])[CH:30]=2)[N:25]=[CH:24][N:23]=1.C([O-])([O-])=O.[Cs+].[Cs+]. (2) The reactants are: [C:1]([O:10][CH3:11])(=[O:9])[C:2]([CH2:4][C:5](OC)=[O:6])=[CH2:3].[CH:12]1([NH2:19])[CH2:18][CH2:17][CH2:16][CH2:15][CH2:14][CH2:13]1. Given the product [CH3:11][O:10][C:1]([CH:2]1[CH2:4][C:5](=[O:6])[N:19]([CH:12]2[CH2:18][CH2:17][CH2:16][CH2:15][CH2:14][CH2:13]2)[CH2:3]1)=[O:9], predict the reactants needed to synthesize it.